Predict the product of the given reaction. From a dataset of Forward reaction prediction with 1.9M reactions from USPTO patents (1976-2016). (1) Given the reactants [CH2:1]([C:5]1[CH:10]=[CH:9][C:8](/[C:11](/[CH3:16])=[CH:12]/[C:13]([OH:15])=O)=[CH:7][CH:6]=1)[CH:2]([CH3:4])[CH3:3].[NH:17]1[CH2:21][CH2:20][CH2:19][C@H:18]1[CH2:22][N:23]1[CH2:28][CH2:27][CH2:26][CH2:25][CH2:24]1, predict the reaction product. The product is: [CH2:1]([C:5]1[CH:6]=[CH:7][C:8](/[C:11](/[CH3:16])=[CH:12]/[C:13]([N:17]2[CH2:21][CH2:20][CH2:19][C@H:18]2[CH2:22][N:23]2[CH2:28][CH2:27][CH2:26][CH2:25][CH2:24]2)=[O:15])=[CH:9][CH:10]=1)[CH:2]([CH3:3])[CH3:4]. (2) Given the reactants [CH2:1]([N:3]1[C:11]2[C:6](=[N+:7]([O-])[CH:8]=[CH:9][C:10]=2[CH3:12])[N:5]([C:14]2[CH:19]=[CH:18][C:17]([O:20][Si:21]([CH:28]([CH3:30])[CH3:29])([CH:25]([CH3:27])[CH3:26])[CH:22]([CH3:24])[CH3:23])=[CH:16][CH:15]=2)[C:4]1=[O:31])[CH3:2].[Cl-].[Cl-].[Ca+2].[C:35]([O:38]C(=O)C)(=[O:37])[CH3:36], predict the reaction product. The product is: [C:35]([O:38][CH2:12][C:10]1[CH:9]=[CH:8][N:7]=[C:6]2[N:5]([C:14]3[CH:15]=[CH:16][C:17]([O:20][Si:21]([CH:22]([CH3:23])[CH3:24])([CH:25]([CH3:26])[CH3:27])[CH:28]([CH3:30])[CH3:29])=[CH:18][CH:19]=3)[C:4](=[O:31])[N:3]([CH2:1][CH3:2])[C:11]=12)(=[O:37])[CH3:36]. (3) Given the reactants N(OC(C)(C)C)=O.[CH2:8]([O:10][C:11]([C:13]1[CH:14]=[N:15][N:16]([CH2:19][CH2:20][O:21][CH2:22][CH2:23][O:24][CH3:25])[C:17]=1N)=[O:12])[CH3:9].[ClH:26], predict the reaction product. The product is: [CH2:8]([O:10][C:11]([C:13]1[CH:14]=[N:15][N:16]([CH2:19][CH2:20][O:21][CH2:22][CH2:23][O:24][CH3:25])[C:17]=1[Cl:26])=[O:12])[CH3:9]. (4) Given the reactants [O:1]=[C:2]1[NH:6][C:5](=[O:7])[C:4](=[CH:8][C:9]2[CH:27]=[CH:26][C:12]([O:13][C:14]3[CH:21]=[CH:20][C:17]([C:18]#[N:19])=[CH:16][C:15]=3[C:22]([F:25])([F:24])[F:23])=[C:11]([F:28])[CH:10]=2)[S:3]1.Cl[CH2:30][CH2:31][N:32]1[CH2:37][CH2:36][O:35][CH2:34][CH2:33]1, predict the reaction product. The product is: [F:28][C:11]1[CH:10]=[C:9]([CH:8]=[C:4]2[S:3][C:2](=[O:1])[N:6]([CH2:30][CH2:31][N:32]3[CH2:37][CH2:36][O:35][CH2:34][CH2:33]3)[C:5]2=[O:7])[CH:27]=[CH:26][C:12]=1[O:13][C:14]1[CH:21]=[CH:20][C:17]([C:18]#[N:19])=[CH:16][C:15]=1[C:22]([F:25])([F:23])[F:24].